This data is from Forward reaction prediction with 1.9M reactions from USPTO patents (1976-2016). The task is: Predict the product of the given reaction. (1) Given the reactants [Cl-].[CH3:2]/[C:3](/[CH2:16][CH2:17][CH:18]=[C:19]([CH3:21])[CH3:20])=[CH:4]\[CH2:5][O:6][C:7](=[O:15])[CH2:8][N:9]1[CH:13]=[CH:12][N+:11]([CH3:14])=[CH:10]1.[Na].[CH3:23][CH2:24][CH2:25][CH2:26][CH:27]([CH2:30][O:31][C:32]([CH2:34][CH:35]([S:47]([OH:50])(=[O:49])=[O:48])[C:36]([O:38][CH2:39][CH:40]([CH2:43][CH2:44][CH2:45][CH3:46])[CH2:41][CH3:42])=[O:37])=[O:33])[CH2:28][CH3:29], predict the reaction product. The product is: [CH3:2]/[C:3](/[CH2:16][CH2:17][CH:18]=[C:19]([CH3:21])[CH3:20])=[CH:4]\[CH2:5][O:6][C:7](=[O:15])[CH2:8][N:9]1[CH:13]=[CH:12][N+:11]([CH3:14])=[CH:10]1.[CH3:23][CH2:24][CH2:25][CH2:26][CH:27]([CH2:30][O:31][C:32]([CH2:34][CH:35]([S:47]([OH:50])(=[O:49])=[O:48])[C:36]([O:38][CH2:39][CH:40]([CH2:43][CH2:44][CH2:45][CH3:46])[CH2:41][CH3:42])=[O:37])=[O:33])[CH2:28][CH3:29]. (2) Given the reactants [C:1]12([CH2:11][C:12]([NH:14][C:15]3[CH:24]=[CH:23][CH:22]=[C:21]4[C:16]=3[CH:17]=[CH:18][C:19](Cl)=[N:20]4)=[O:13])[CH2:10][CH:5]3[CH2:6][CH:7]([CH2:9][CH:3]([CH2:4]3)[CH2:2]1)[CH2:8]2.[NH2:26][CH2:27][C@H:28]([OH:31])[CH2:29][OH:30].C(=O)([O-])[O-].[K+].[K+], predict the reaction product. The product is: [C:1]12([CH2:11][C:12]([NH:14][C:15]3[CH:24]=[CH:23][CH:22]=[C:21]4[C:16]=3[CH:17]=[CH:18][C:19]([NH:26][CH2:27][C@H:28]([OH:31])[CH2:29][OH:30])=[N:20]4)=[O:13])[CH2:10][CH:5]3[CH2:6][CH:7]([CH2:9][CH:3]([CH2:4]3)[CH2:2]1)[CH2:8]2. (3) Given the reactants [CH2:1]([N:8]([CH2:39][CH2:40][OH:41])[C:9]1[C:10]2[CH2:31][N:30](C(OC(C)(C)C)=O)[CH2:29][CH2:28][C:11]=2[N:12]=[C:13]([NH:15][C:16]2[CH:21]=[CH:20][C:19]([N:22]3[CH:26]=[CH:25][N:24]=[C:23]3[CH3:27])=[CH:18][CH:17]=2)[N:14]=1)[C:2]1[CH:7]=[CH:6][CH:5]=[CH:4][CH:3]=1.Cl, predict the reaction product. The product is: [CH2:1]([N:8]([C:9]1[C:10]2[CH2:31][NH:30][CH2:29][CH2:28][C:11]=2[N:12]=[C:13]([NH:15][C:16]2[CH:21]=[CH:20][C:19]([N:22]3[CH:26]=[CH:25][N:24]=[C:23]3[CH3:27])=[CH:18][CH:17]=2)[N:14]=1)[CH2:39][CH2:40][OH:41])[C:2]1[CH:3]=[CH:4][CH:5]=[CH:6][CH:7]=1. (4) Given the reactants Cl[C:2]1[C:11]2[C:6](=[CH:7][CH:8]=[CH:9][CH:10]=2)[C:5]([N:12]2[CH2:17][CH2:16][N:15]([C:18]([CH:20]3[CH2:25][CH2:24][CH2:23][CH2:22][CH2:21]3)=[O:19])[CH2:14][C@H:13]2[CH3:26])=[N:4][N:3]=1.[OH:27][CH2:28][C:29]1[CH:34]=[CH:33][C:32](B(O)O)=[CH:31][CH:30]=1.C(=O)([O-])[O-].[Na+].[Na+], predict the reaction product. The product is: [CH:20]1([C:18]([N:15]2[CH2:16][CH2:17][N:12]([C:5]3[C:6]4[C:11](=[CH:10][CH:9]=[CH:8][CH:7]=4)[C:2]([C:32]4[CH:33]=[CH:34][C:29]([CH2:28][OH:27])=[CH:30][CH:31]=4)=[N:3][N:4]=3)[C@H:13]([CH3:26])[CH2:14]2)=[O:19])[CH2:25][CH2:24][CH2:23][CH2:22][CH2:21]1. (5) Given the reactants [CH3:1][O:2][C:3]1[CH:4]=[CH:5][C:6]2[C:15]([CH:16]=1)=[C:14]1[C:9]([CH:10]=[CH:11][CH:12]=[CH:13]1)=[N:8][C:7]=2[CH3:17].[BH4-].[Na+].FC(F)(F)C(O)=O.C1C=CC2C3C=CC=CC=3NCC=2C=1.C(N(CC)CC)C.[CH3:48][O:49][C:50]1[CH:55]=[CH:54][C:53]([S:56](Cl)(=[O:58])=[O:57])=[CH:52][C:51]=1[CH3:60], predict the reaction product. The product is: [CH:4]1[CH:3]=[CH:16][C:15]2[C:14]3[CH:13]=[CH:12][CH:11]=[CH:10][C:9]=3[NH:8][CH2:7][C:6]=2[CH:5]=1.[CH3:1][O:2][C:3]1[CH:16]=[C:15]2[C:6]([CH:7]([CH3:17])[N:8]([S:56]([C:53]3[CH:54]=[CH:55][C:50]([O:49][CH3:48])=[C:51]([CH3:60])[CH:52]=3)(=[O:58])=[O:57])[C:9]3[CH:10]=[CH:11][CH:12]=[CH:13][C:14]=32)=[CH:5][CH:4]=1.